From a dataset of Catalyst prediction with 721,799 reactions and 888 catalyst types from USPTO. Predict which catalyst facilitates the given reaction. Reactant: F[C:2]1[CH:11]=[CH:10][C:5]([C:6]([O:8][CH3:9])=[O:7])=[CH:4][N:3]=1.[NH2:12][NH2:13]. Product: [NH:12]([C:2]1[CH:11]=[CH:10][C:5]([C:6]([O:8][CH3:9])=[O:7])=[CH:4][N:3]=1)[NH2:13]. The catalyst class is: 1.